Dataset: Catalyst prediction with 721,799 reactions and 888 catalyst types from USPTO. Task: Predict which catalyst facilitates the given reaction. Reactant: CN(C(ON1N=NC2C=CC=NC1=2)=[N+](C)C)C.F[P-](F)(F)(F)(F)F.[NH2:25][C:26]1[CH:34]=[CH:33][C:29]([C:30]([OH:32])=O)=[CH:28][C:27]=1[O:35][CH3:36].CCN(C(C)C)C(C)C.[CH3:46][N:47]1[CH2:52][CH2:51][NH:50][CH2:49][CH2:48]1. Product: [NH2:25][C:26]1[CH:34]=[CH:33][C:29]([C:30]([N:50]2[CH2:51][CH2:52][N:47]([CH3:46])[CH2:48][CH2:49]2)=[O:32])=[CH:28][C:27]=1[O:35][CH3:36]. The catalyst class is: 3.